This data is from Experimentally validated miRNA-target interactions with 360,000+ pairs, plus equal number of negative samples. The task is: Binary Classification. Given a miRNA mature sequence and a target amino acid sequence, predict their likelihood of interaction. (1) The miRNA is hsa-miR-1976 with sequence CCUCCUGCCCUCCUUGCUGU. The protein sequence of the target gene is MAQESVMFSDVSVDFSQEEWECLNDDQRDLYRDVMLENYSNLVSMGHSISKPNVISYLEQGKEPWLADRELTRGQWPVLESRCETKKLFLKKEIYEIESTQWEIMEKLTRRDFQCSSFRDDWECNRQFKKELGSQGGHFNQLVFTHEDLPTLSHHPSFTLQQIINSKKKFCASKEYRKTFRHGSQFATHEIIHTIEKPYECKECGKSFRHPSRLTHHQKIHTGKKPFECKECGKTFICGSDLTRHHRIHTGEKPYECKECGKAFSSGSNFTRHQRIHTGEKPYECKECGKAFSSGSNFTQ.... Result: 1 (interaction). (2) The miRNA is hsa-miR-4800-5p with sequence AGUGGACCGAGGAAGGAAGGA. The protein sequence of the target gene is MASNMDREMILADFQACTGIENIDEAITLLEQNNWDLVAAINGVIPQENGILQSEYGGETIPGPAFNPASHPASAPTSSSSSAFRPVMPSRQIVERQPRMLDFRVEYRDRNVDVVLEDTCTVGEIKQILENELQIPVSKMLLKGWKTGDVEDSTVLKSLHLPKNNSLYVLTPDLPPPSSSSHAGALQESLNQNFMLIITHREVQREYNLNFSGSSTIQEVKRNVYDLTSIPVRHQLWEGWPTSATDDSMCLAESGLSYPCHRLTVGRRSSPAQTREQSEEQITDVHMVSDSDGDDFEDAT.... Result: 0 (no interaction). (3) The miRNA is hsa-miR-6873-3p with sequence UUCUCUCUGUCUUUCUCUCUCAG. The protein sequence of the target gene is MSSYFVNSFSGRYPNGPDYQLLNYGSGSSLSGSYRDPAAMHTGSYGYNYNGMDLSVNRSSASSSHFGAVGESSRAFPAPAQEPRFRQAASSCSLSSPESLPCTNGDSHGAKPSASSPSDQATSASSSANFTEIDEASASSEPEEAASQLSSPSLARAQPEPMATSTAAPEGQTPQIFPWMRKLHISHDMTGPDGKRARTAYTRYQTLELEKEFHFNRYLTRRRRIEIAHALCLSERQIKIWFQNRRMKWKKDNKLKSMSLATAGSAFQP. Result: 1 (interaction).